This data is from Forward reaction prediction with 1.9M reactions from USPTO patents (1976-2016). The task is: Predict the product of the given reaction. (1) The product is: [O:41]=[C:37]1[NH:36][C:35]2[CH:42]=[C:31]([NH:30][C:2]3[C:3]4[NH:20][N:19]=[CH:18][C:4]=4[N:5]=[C:6]([C:8]4[CH:9]=[C:10]([CH:15]=[CH:16][CH:17]=4)[C:11]([O:13][CH3:14])=[O:12])[N:7]=3)[CH:32]=[CH:33][C:34]=2[CH2:40][CH2:39][CH2:38]1. Given the reactants Cl[C:2]1[C:3]2[C:4](=[CH:18][N:19](CC3C=CC(OC)=CC=3)[N:20]=2)[N:5]=[C:6]([C:8]2[CH:9]=[C:10]([CH:15]=[CH:16][CH:17]=2)[C:11]([O:13][CH3:14])=[O:12])[N:7]=1.[NH2:30][C:31]1[CH:32]=[CH:33][C:34]2[CH2:40][CH2:39][CH2:38][C:37](=[O:41])[NH:36][C:35]=2[CH:42]=1.Cl, predict the reaction product. (2) Given the reactants [NH:1]1[CH2:7][CH2:6][CH2:5][CH:4]([N:8]2[CH:12]=[C:11]([CH2:13][NH:14][C:15]3[CH:16]=[C:17]4[C:22](=[C:23]([Cl:25])[CH:24]=3)[N:21]=[CH:20][C:19]([C:26]#[N:27])=[C:18]4[NH:28][C:29]3[CH:34]=[CH:33][C:32]([F:35])=[C:31]([Cl:36])[CH:30]=3)[N:10]=[N:9]2)[CH2:3][CH2:2]1.Cl[CH:38](Cl)[CH3:39].C(=O)C.C(O[BH-](OC(=O)C)OC(=O)C)(=O)C.[Na+], predict the reaction product. The product is: [Cl:25][C:23]1[CH:24]=[C:15]([NH:14][CH2:13][C:11]2[N:10]=[N:9][N:8]([CH:4]3[CH2:5][CH2:6][CH2:7][N:1]([CH2:38][CH3:39])[CH2:2][CH2:3]3)[CH:12]=2)[CH:16]=[C:17]2[C:22]=1[N:21]=[CH:20][C:19]([C:26]#[N:27])=[C:18]2[NH:28][C:29]1[CH:34]=[CH:33][C:32]([F:35])=[C:31]([Cl:36])[CH:30]=1. (3) Given the reactants [C:1]([O:5][C:6](=[O:22])[NH:7][C:8]1[CH:13]=[C:12]([O:14][CH2:15][CH3:16])[C:11]([C:17]([F:20])([F:19])[F:18])=[CH:10][C:9]=1[NH2:21])([CH3:4])([CH3:3])[CH3:2].C([O:27][C:28](=O)[CH2:29][C:30]([C:32]1[CH:37]=[CH:36][CH:35]=[C:34]([C:38]2[CH:39]=[N:40][CH:41]=[CH:42][C:43]=2[CH3:44])[CH:33]=1)=[O:31])(C)(C)C, predict the reaction product. The product is: [C:1]([O:5][C:6](=[O:22])[NH:7][C:8]1[CH:13]=[C:12]([O:14][CH2:15][CH3:16])[C:11]([C:17]([F:20])([F:19])[F:18])=[CH:10][C:9]=1[NH:21][C:28](=[O:27])[CH2:29][C:30]([C:32]1[CH:37]=[CH:36][CH:35]=[C:34]([C:38]2[CH:39]=[N:40][CH:41]=[CH:42][C:43]=2[CH3:44])[CH:33]=1)=[O:31])([CH3:2])([CH3:3])[CH3:4]. (4) Given the reactants [I-].[K+].CS(O[CH2:8][CH2:9][O:10][C:11]1[C:19]2[C:14](=[N:15][CH:16]=[N:17][C:18]=2[NH:20][C:21]2[CH:26]=[CH:25][C:24]([O:27][C:28]3[CH:29]=[N:30][C:31]([CH3:34])=[CH:32][CH:33]=3)=[C:23]([F:35])[CH:22]=2)[NH:13][N:12]=1)(=O)=O.[NH:36]1[CH2:40][CH2:39][CH2:38][CH2:37]1, predict the reaction product. The product is: [F:35][C:23]1[CH:22]=[C:21]([NH:20][C:18]2[N:17]=[CH:16][N:15]=[C:14]3[NH:13][N:12]=[C:11]([O:10][CH2:9][CH2:8][N:36]4[CH2:40][CH2:39][CH2:38][CH2:37]4)[C:19]=23)[CH:26]=[CH:25][C:24]=1[O:27][C:28]1[CH:29]=[N:30][C:31]([CH3:34])=[CH:32][CH:33]=1. (5) Given the reactants [CH3:1][N:2]1[CH2:7][CH2:6][CH:5]([C:8]2[CH:13]=[CH:12][C:11]([NH:14][CH:15]=O)=[C:10]([O:17][CH:18]([CH3:20])[CH3:19])[CH:9]=2)[CH2:4][CH2:3]1.CC(N=P(N1CCCC1)(N1CCCC1)N1CCCC1)(C)C.[CH3:42][O:43][C:44]1[CH:49]=[CH:48][CH:47]=[CH:46][C:45]=1[C:50]1[C:54]2[N:55]=C(S(C)(=O)=O)[N:57]=[CH:58][C:53]=2[S:52][C:51]=1[C:63]([O:65][CH3:66])=[O:64], predict the reaction product. The product is: [CH3:42][O:43][C:44]1[CH:49]=[CH:48][CH:47]=[CH:46][C:45]=1[C:50]1[C:54]2[N:55]=[C:15]([NH:14][C:11]3[CH:12]=[CH:13][C:8]([CH:5]4[CH2:6][CH2:7][N:2]([CH3:1])[CH2:3][CH2:4]4)=[CH:9][C:10]=3[O:17][CH:18]([CH3:20])[CH3:19])[N:57]=[CH:58][C:53]=2[S:52][C:51]=1[C:63]([O:65][CH3:66])=[O:64]. (6) Given the reactants [OH:1][C:2]1[CH:7]=[CH:6][N:5]([CH2:8][CH2:9][C:10]2[CH:26]=[CH:25][C:13]3[CH2:14][CH2:15][N:16]([C:19](=[O:24])[C:20]([F:23])([F:22])[F:21])[CH2:17][CH2:18][C:12]=3[CH:11]=2)[C:4](=[O:27])[CH:3]=1.[CH3:28][C:29]1[CH:30]=[CH:31][C:32]([CH2:35]O)=[N:33][CH:34]=1.C1(P(C2C=CC=CC=2)C2C=CC=CC=2)C=CC=CC=1.N(C(OC(C)C)=O)=NC(OC(C)C)=O, predict the reaction product. The product is: [CH3:28][C:29]1[CH:30]=[CH:31][C:32]([CH2:35][O:1][C:2]2[CH:7]=[CH:6][N:5]([CH2:8][CH2:9][C:10]3[CH:26]=[CH:25][C:13]4[CH2:14][CH2:15][N:16]([C:19](=[O:24])[C:20]([F:21])([F:22])[F:23])[CH2:17][CH2:18][C:12]=4[CH:11]=3)[C:4](=[O:27])[CH:3]=2)=[N:33][CH:34]=1. (7) Given the reactants [CH2:1]([N:4]([CH:22]([C:28]([C:41]1[CH:46]=[CH:45][CH:44]=[CH:43][CH:42]=1)([C:35]1[CH:40]=[CH:39][CH:38]=[CH:37][CH:36]=1)[O:29][SiH2:30][C:31]([CH3:34])([CH3:33])[CH3:32])[C:23]([OH:27])(C)[CH:24]=C)[S:5]([C:8]1[CH:13]=[CH:12][C:11]([O:14][CH2:15][C:16]2[CH:21]=[CH:20][CH:19]=[CH:18][CH:17]=2)=[CH:10][CH:9]=1)(=[O:7])=[O:6])[CH:2]=[CH2:3].C(OCC=C)C=C, predict the reaction product. The product is: [CH2:15]([O:14][C:11]1[CH:10]=[CH:9][C:8]([S:5]([N:4]2[CH2:1][CH:2]=[CH:3][C:23]([CH3:24])([OH:27])[CH:22]2[C:28]([C:35]2[CH:36]=[CH:37][CH:38]=[CH:39][CH:40]=2)([C:41]2[CH:42]=[CH:43][CH:44]=[CH:45][CH:46]=2)[O:29][SiH2:30][C:31]([CH3:32])([CH3:33])[CH3:34])(=[O:6])=[O:7])=[CH:13][CH:12]=1)[C:16]1[CH:17]=[CH:18][CH:19]=[CH:20][CH:21]=1.